This data is from Reaction yield outcomes from USPTO patents with 853,638 reactions. The task is: Predict the reaction yield, written as a fraction of the theoretical maximum amount of product (1.0 means a 100% yield; for example, 0.34 means a 34% yield). (1) The reactants are [F:1][C:2]1[C:7]([C:8]2[CH:13]=[CH:12][CH:11]=[C:10]([CH:14]=O)[CH:9]=2)=[CH:6][C:5]([CH2:16][NH:17][C:18]([C:20]2[CH:21]=[C:22]([CH2:26][CH:27]3[CH2:32][CH2:31][N:30](C(OC(C)(C)C)=O)[CH2:29][CH2:28]3)[CH:23]=[CH:24][CH:25]=2)=[O:19])=[CH:4][CH:3]=1.C[C@H:41]1[CH2:46][NH:45][CH2:44][CH2:43][N:42]1C(OC(C)(C)C)=O.[BH-](OC(C)=O)(OC(C)=O)OC(C)=O.[Na+]. The catalyst is C(Cl)Cl. The product is [F:1][C:2]1[C:7]([C:8]2[CH:13]=[CH:12][CH:11]=[C:10]([CH2:14][N:42]3[CH2:43][CH2:44][NH:45][CH2:46][CH2:41]3)[CH:9]=2)=[CH:6][C:5]([CH2:16][NH:17][C:18](=[O:19])[C:20]2[CH:25]=[CH:24][CH:23]=[C:22]([CH2:26][CH:27]3[CH2:28][CH2:29][NH:30][CH2:31][CH2:32]3)[CH:21]=2)=[CH:4][CH:3]=1. The yield is 0.270. (2) The catalyst is O1CCOCC1.C1C=CC([P]([Pd]([P](C2C=CC=CC=2)(C2C=CC=CC=2)C2C=CC=CC=2)([P](C2C=CC=CC=2)(C2C=CC=CC=2)C2C=CC=CC=2)[P](C2C=CC=CC=2)(C2C=CC=CC=2)C2C=CC=CC=2)(C2C=CC=CC=2)C2C=CC=CC=2)=CC=1. The yield is 1.02. The reactants are [NH2:1][C:2]1[CH:3]=[C:4]([CH:8]=[C:9](Br)[CH:10]=1)[C:5]([OH:7])=[O:6].[CH3:12][C:13](B(O)O)=[C:14]([CH3:16])[CH3:15].C(=O)([O-])[O-].[K+].[K+].O. The product is [NH2:1][C:2]1[CH:3]=[C:4]([CH:8]=[C:9]([C:13]([CH3:12])=[C:14]([CH3:16])[CH3:15])[CH:10]=1)[C:5]([OH:7])=[O:6]. (3) The reactants are [C:1]([O:5][C:6](=[O:16])[NH:7][CH2:8][C:9]1[CH:14]=[CH:13][C:12]([Br:15])=[CH:11][CH:10]=1)([CH3:4])([CH3:3])[CH3:2].[CH3:17]I. The catalyst is CN(C=O)C. The product is [C:1]([O:5][C:6](=[O:16])[N:7]([CH2:8][C:9]1[CH:10]=[CH:11][C:12]([Br:15])=[CH:13][CH:14]=1)[CH3:17])([CH3:4])([CH3:2])[CH3:3]. The yield is 0.980. (4) The reactants are [NH2:1][C:2]1[CH:3]=[C:4]([O:16][CH2:17][CH2:18][O:19][CH3:20])[CH:5]=[C:6]2[C:10]=1[NH:9][C:8]([C:11]([O:13][CH2:14][CH3:15])=[O:12])=[CH:7]2.Cl.[N:22]1[CH:27]=[CH:26][CH:25]=[CH:24][C:23]=1[S:28](Cl)(=[O:30])=[O:29]. The catalyst is N1C=CC=CC=1. The product is [CH3:20][O:19][CH2:18][CH2:17][O:16][C:4]1[CH:5]=[C:6]2[C:10](=[C:2]([NH:1][S:28]([C:23]3[CH:24]=[CH:25][CH:26]=[CH:27][N:22]=3)(=[O:30])=[O:29])[CH:3]=1)[NH:9][C:8]([C:11]([O:13][CH2:14][CH3:15])=[O:12])=[CH:7]2. The yield is 0.650. (5) The reactants are [Cl:1][C:2]1[CH:11]=[CH:10][C:9]2[C:4](=[C:5](Cl)[C:6]([S:12]([CH3:15])(=[O:14])=[O:13])=[CH:7][N:8]=2)[N:3]=1.[CH3:17][N:18]([CH3:29])[CH2:19][CH2:20][O:21][C:22]1[N:27]=[CH:26][C:25]([NH2:28])=[CH:24][CH:23]=1. No catalyst specified. The product is [Cl:1][C:2]1[N:3]=[C:4]2[C:9](=[CH:10][CH:11]=1)[N:8]=[CH:7][C:6]([S:12]([CH3:15])(=[O:14])=[O:13])=[C:5]2[NH:28][C:25]1[CH:26]=[N:27][C:22]([O:21][CH2:20][CH2:19][N:18]([CH3:29])[CH3:17])=[CH:23][CH:24]=1. The yield is 0.700. (6) The yield is 0.650. The product is [C:1]([C:5]1[CH:10]=[CH:9][C:8]([N:11]2[C:12]([C:32]3[CH:37]=[CH:36][C:35]([C:38]4[N:39]=[C:40]([C@@H:43]5[CH2:47][CH2:46][CH2:45][N:44]5[C:87](=[O:86])[C@@H:88]([NH:83][C:84]([O:93][CH3:92])=[O:70])[CH:60]([CH3:65])[CH3:61])[NH:41][CH:42]=4)=[CH:34][CH:33]=3)=[N:13][N:14]=[C:15]2[C:16]2[CH:17]=[CH:18][C:19]([C:22]3[N:23]=[C:24]([C@@H:27]4[CH2:31][CH2:30][CH2:29][N:28]4[C:54](=[O:55])[C@@H:53]([NH:52][C:50](=[O:51])[O:49][CH3:48])[CH:57]([CH3:59])[CH3:58])[NH:25][CH:26]=3)=[CH:20][CH:21]=2)=[CH:7][CH:6]=1)([CH3:4])([CH3:2])[CH3:3]. The catalyst is CCOC(C)=O. The reactants are [C:1]([C:5]1[CH:10]=[CH:9][C:8]([N:11]2[C:15]([C:16]3[CH:21]=[CH:20][C:19]([C:22]4[N:23]=[C:24]([C@@H:27]5[CH2:31][CH2:30][CH2:29][NH:28]5)[NH:25][CH:26]=4)=[CH:18][CH:17]=3)=[N:14][N:13]=[C:12]2[C:32]2[CH:37]=[CH:36][C:35]([C:38]3[N:39]=[C:40]([C@@H:43]4[CH2:47][CH2:46][CH2:45][NH:44]4)[NH:41][CH:42]=3)=[CH:34][CH:33]=2)=[CH:7][CH:6]=1)([CH3:4])([CH3:3])[CH3:2].[CH3:48][O:49][C:50]([NH:52][C@@H:53]([CH:57]([CH3:59])[CH3:58])[C:54](O)=[O:55])=[O:51].[CH:60]1[CH:65]=C2N=NN(O)C2=C[CH:61]=1.[OH2:70].CCN=C=NCCCN(C)C.C[N:83]1[CH2:88][CH2:87][O:86]C[CH2:84]1.CN([CH:92]=[O:93])C. (7) The reactants are [Br:1][CH2:2][CH2:3][CH2:4][CH2:5][CH2:6][CH2:7][CH2:8][CH2:9][O:10][C:11]1[CH:34]=[CH:33][C:14]([C:15]([C:17]2[CH:22]=[CH:21][C:20]([O:23][CH2:24][CH2:25][CH2:26][CH2:27][CH2:28][CH2:29][CH2:30][CH2:31][Br:32])=[CH:19][CH:18]=2)=O)=[CH:13][CH:12]=1. The catalyst is C1COCC1.Cl[Ti](Cl)(Cl)Cl.[Zn]. The product is [Br:1][CH2:2][CH2:3][CH2:4][CH2:5][CH2:6][CH2:7][CH2:8][CH2:9][O:10][C:11]1[CH:34]=[CH:33][C:14]([C:15]([C:17]2[CH:22]=[CH:21][C:20]([O:23][CH2:24][CH2:25][CH2:26][CH2:27][CH2:28][CH2:29][CH2:30][CH2:31][Br:32])=[CH:19][CH:18]=2)=[C:15]([C:14]2[CH:33]=[CH:34][C:11]([O:10][CH2:9][CH2:8][CH2:7][CH2:6][CH2:5][CH2:4][CH2:3][CH2:2][Br:1])=[CH:12][CH:13]=2)[C:17]2[CH:18]=[CH:19][C:20]([O:23][CH2:24][CH2:25][CH2:26][CH2:27][CH2:28][CH2:29][CH2:30][CH2:31][Br:32])=[CH:21][CH:22]=2)=[CH:13][CH:12]=1. The yield is 0.620. (8) The reactants are [C:1]1([C:7]([N:9]=[C:10]=[S:11])=[O:8])[CH:6]=[CH:5][CH:4]=[CH:3][CH:2]=1.[Cl:12][C:13]1[CH:19]=[C:18]([O:20][C:21]2[C:30]3[C:25](=[CH:26][C:27]([O:33][CH3:34])=[C:28]([O:31][CH3:32])[CH:29]=3)[N:24]=[CH:23][CH:22]=2)[CH:17]=[CH:16][C:14]=1[NH2:15].C1(C)C=CC=CC=1. The catalyst is C(O)C. The product is [C:7]([NH:9][C:10]([NH:15][C:14]1[CH:16]=[CH:17][C:18]([O:20][C:21]2[C:30]3[C:25](=[CH:26][C:27]([O:33][CH3:34])=[C:28]([O:31][CH3:32])[CH:29]=3)[N:24]=[CH:23][CH:22]=2)=[CH:19][C:13]=1[Cl:12])=[S:11])(=[O:8])[C:1]1[CH:6]=[CH:5][CH:4]=[CH:3][CH:2]=1. The yield is 0.480. (9) The reactants are [O:1]1[CH2:5][CH2:4][C@H:3]([O:6][CH2:7][C:8]2[N:13]=[C:12]([C:14]#[N:15])[CH:11]=[CH:10][CH:9]=2)[CH2:2]1.B. No catalyst specified. The product is [O:1]1[CH2:5][CH2:4][C@H:3]([O:6][CH2:7][C:8]2[N:13]=[C:12]([CH2:14][NH2:15])[CH:11]=[CH:10][CH:9]=2)[CH2:2]1. The yield is 0.390.